Task: Predict the product of the given reaction.. Dataset: Forward reaction prediction with 1.9M reactions from USPTO patents (1976-2016) Given the reactants [O:1]1[CH:6]=[CH:5][CH2:4][CH2:3][CH2:2]1.O.C1(C)C=CC(S(O)(=O)=O)=CC=1.[OH:19][CH2:20][C:21]1[CH:33]=[C:24]2[C:25]([CH2:31][OH:32])=[CH:26][CH:27]=[C:28]([O:29][CH3:30])[N:23]2[N:22]=1.C(=O)([O-])O.[Na+], predict the reaction product. The product is: [CH3:30][O:29][C:28]1[N:23]2[N:22]=[C:21]([CH2:20][OH:19])[CH:33]=[C:24]2[C:25]([CH2:31][O:32][CH:6]2[CH2:5][CH2:4][CH2:3][CH2:2][O:1]2)=[CH:26][CH:27]=1.[OH:32][CH2:31][C:25]1[C:24]2[N:23]([N:22]=[C:21]([CH2:20][O:19][CH:6]3[CH2:5][CH2:4][CH2:3][CH2:2][O:1]3)[CH:33]=2)[C:28]([O:29][CH3:30])=[CH:27][CH:26]=1.